This data is from CYP1A2 inhibition data for predicting drug metabolism from PubChem BioAssay. The task is: Regression/Classification. Given a drug SMILES string, predict its absorption, distribution, metabolism, or excretion properties. Task type varies by dataset: regression for continuous measurements (e.g., permeability, clearance, half-life) or binary classification for categorical outcomes (e.g., BBB penetration, CYP inhibition). Dataset: cyp1a2_veith. The compound is COC(=O)[C@@H]1C(O)[C@@H](C(=O)OC)[C@@H](C)N(C)[C@H]1C. The result is 0 (non-inhibitor).